This data is from Reaction yield outcomes from USPTO patents with 853,638 reactions. The task is: Predict the reaction yield, written as a fraction of the theoretical maximum amount of product (1.0 means a 100% yield; for example, 0.34 means a 34% yield). (1) The reactants are [CH2:1]([N:8]1[C:12](=[O:13])[C:11]2([C:22]3[C:17](=[CH:18][CH:19]=[C:20]([Br:23])[CH:21]=3)[O:16][CH:15](C3C=CC=CC=3)[CH2:14]2)[N:10]=[C:9]1SCC1C=CC=CC=1)[C:2]1[CH:7]=[CH:6][CH:5]=[CH:4][CH:3]=1.[NH4+:38].[I-].N.CO. The catalyst is CO.CCO. The product is [NH2:38][C:9]1[N:8]([CH2:1][C:2]2[CH:7]=[CH:6][CH:5]=[CH:4][CH:3]=2)[C:12](=[O:13])[C:11]2([C:22]3[C:17](=[CH:18][CH:19]=[C:20]([Br:23])[CH:21]=3)[O:16][CH:15]([C:2]3[CH:7]=[CH:6][CH:5]=[CH:4][CH:3]=3)[CH2:14]2)[N:10]=1. The yield is 0.340. (2) The reactants are [Br:1][C:2]1[CH:3]=[C:4]2[C:8](=[CH:9][CH:10]=1)[NH:7][C:6](=[O:11])[CH2:5]2.[CH2:12]([N:14]([CH2:27][CH3:28])[CH2:15][CH2:16][NH:17][C:18]([C:20]1[NH:21][C:22]([CH:25]=O)=[CH:23][CH:24]=1)=[O:19])[CH3:13].N1C=CC=C1C(OCC)=O. No catalyst specified. The product is [CH2:27]([N:14]([CH2:12][CH3:13])[CH2:15][CH2:16][NH:17][C:18]([C:20]1[NH:21][C:22]([CH:25]=[C:5]2[C:4]3[C:8](=[CH:9][CH:10]=[C:2]([Br:1])[CH:3]=3)[NH:7][C:6]2=[O:11])=[CH:23][CH:24]=1)=[O:19])[CH3:28]. The yield is 0.380. (3) The product is [NH2:1][C:2]1[N:11]=[C:10]([O:12][CH2:13][CH2:14][CH2:15][CH2:16][CH3:17])[C:9]2[C:4](=[N:5][CH:6]=[C:7]([CH:41]=[CH:42][C:43]3[CH:48]=[CH:47][CH:46]=[CH:45][CH:44]=3)[N:8]=2)[N:3]=1. The catalyst is C(#N)C.C([O-])(=O)C.[Pd+2].C([O-])(=O)C. The yield is 0.720. The reactants are [NH2:1][C:2]1[N:11]=[C:10]([O:12][CH2:13][CH2:14][CH2:15][CH2:16][CH3:17])[C:9]2[C:4](=[N:5][CH:6]=[C:7](Cl)[N:8]=2)[N:3]=1.C1(C)C=CC=CC=1P(C1C=CC=CC=1C)C1C=CC=CC=1C.[CH2:41]=[CH:42][C:43]1[CH:48]=[CH:47][CH:46]=[CH:45][CH:44]=1.C(N(CC)CC)C.